Dataset: Catalyst prediction with 721,799 reactions and 888 catalyst types from USPTO. Task: Predict which catalyst facilitates the given reaction. (1) Reactant: [CH2:1]([C:5]1[N:6]([CH2:19][C:20]([NH:23]C(=O)OC(C)(C)C)([CH3:22])[CH3:21])[C:7]2[C:12]([CH3:13])=[C:11]([CH3:14])[N:10]3[N:15]=[N:16][N:17]=[C:9]3[C:8]=2[N:18]=1)[CH2:2][CH2:3][CH3:4].Cl. Product: [CH2:1]([C:5]1[N:6]([CH2:19][C:20]([CH3:22])([NH2:23])[CH3:21])[C:7]2[C:12]([CH3:13])=[C:11]([CH3:14])[N:10]3[N:15]=[N:16][N:17]=[C:9]3[C:8]=2[N:18]=1)[CH2:2][CH2:3][CH3:4]. The catalyst class is: 8. (2) Reactant: [CH3:1][N:2]1[C:10]2[C:5](=[CH:6][CH:7]=[CH:8][C:9]=2[O:11][C:12]2[CH:17]=[CH:16][N:15]=[CH:14][CH:13]=2)[CH:4]=[C:3]1[C:18]([OH:20])=O.CN(C(ON1N=NC2C=CC=NC1=2)=[N+](C)C)C.F[P-](F)(F)(F)(F)F.[NH2:45][C:46]1[C:47](=[O:56])[NH:48][CH:49]=[C:50]([C:52]([CH3:55])([CH3:54])[CH3:53])[CH:51]=1.C(N(CC)C(C)C)(C)C.C([O-])(O)=O.[Na+]. Product: [C:52]([C:50]1[CH:51]=[C:46]([NH:45][C:18]([C:3]2[N:2]([CH3:1])[C:10]3[C:5]([CH:4]=2)=[CH:6][CH:7]=[CH:8][C:9]=3[O:11][C:12]2[CH:13]=[CH:14][N:15]=[CH:16][CH:17]=2)=[O:20])[C:47](=[O:56])[NH:48][CH:49]=1)([CH3:55])([CH3:53])[CH3:54]. The catalyst class is: 3. (3) Reactant: C(OC(=O)[NH:7][CH2:8][C:9]#[C:10][C:11]1[CH:29]=[N:28][C:14]2[NH:15][CH2:16][CH2:17][N:18]([CH2:19][C:20]3[CH:25]=[C:24]([Cl:26])[CH:23]=[CH:22][C:21]=3[Cl:27])[C:13]=2[CH:12]=1)(C)(C)C.FC(F)(F)C(O)=O.[OH-].[Na+]. Product: [Cl:27][C:21]1[CH:22]=[CH:23][C:24]([Cl:26])=[CH:25][C:20]=1[CH2:19][N:18]1[CH2:17][CH2:16][NH:15][C:14]2[N:28]=[CH:29][C:11]([C:10]#[C:9][CH2:8][NH2:7])=[CH:12][C:13]1=2. The catalyst class is: 2. (4) Reactant: [O:1]1[CH2:6][CH2:5][CH2:4][CH2:3][CH:2]1[N:7]1[C:11](B2OC(C)(C)C(C)(C)O2)=[CH:10][CH:9]=[N:8]1.Br[C:22]1[CH:30]=[C:29]2[C:25]([CH2:26][CH2:27][N:28]2[C:31](=[O:48])[C@@H:32]([NH:40][C:41](=[O:47])[O:42][C:43]([CH3:46])([CH3:45])[CH3:44])[CH2:33][C:34]2[CH:39]=[CH:38][CH:37]=[CH:36][CH:35]=2)=[CH:24][CH:23]=1.C(=O)([O-])[O-].[Na+].[Na+]. The catalyst class is: 587. Product: [O:48]=[C:31]([N:28]1[C:29]2[C:25](=[CH:24][CH:23]=[C:22]([C:11]3[N:7]([CH:2]4[CH2:3][CH2:4][CH2:5][CH2:6][O:1]4)[N:8]=[CH:9][CH:10]=3)[CH:30]=2)[CH2:26][CH2:27]1)[C@@H:32]([NH:40][C:41](=[O:47])[O:42][C:43]([CH3:46])([CH3:44])[CH3:45])[CH2:33][C:34]1[CH:35]=[CH:36][CH:37]=[CH:38][CH:39]=1. (5) Reactant: I.[CH3:2][NH:3][C:4](=[NH:7])[S:5][CH3:6].Br[C:9](=[CH:12][O:13]C(C)C)[CH:10]=[O:11].CC#N.C([O-])([O-])=O.[K+].[K+]. Product: [CH3:2][N:3]1[C:9]([CH:10]=[O:11])=[CH:12][N:7]=[C:4]1[S:5][CH3:6].[CH3:2][N:3]1[CH:10]=[C:9]([CH:12]=[O:13])[N:7]=[C:4]1[S:5][CH3:6]. The catalyst class is: 6. (6) Reactant: [S:1]1[C:5]2[CH:6]=[C:7]([NH:10][C:11]3[CH:16]=[C:15]([NH:17][CH:18]([CH3:20])[CH3:19])[C:14]([C:21]4[O:22][C:23]([NH:26][CH:27]5[CH2:32][CH2:31][NH:30][CH2:29][CH2:28]5)=[N:24][N:25]=4)=[CH:13][N:12]=3)[CH:8]=[CH:9][C:4]=2[N:3]=[CH:2]1.C1COCC1.CCN(C(C)C)C(C)C.[S:47](Cl)([CH3:50])(=[O:49])=[O:48]. Product: [S:1]1[C:5]2[CH:6]=[C:7]([NH:10][C:11]3[CH:16]=[C:15]([NH:17][CH:18]([CH3:20])[CH3:19])[C:14]([C:21]4[O:22][C:23]([NH:26][CH:27]5[CH2:32][CH2:31][N:30]([S:47]([CH3:50])(=[O:49])=[O:48])[CH2:29][CH2:28]5)=[N:24][N:25]=4)=[CH:13][N:12]=3)[CH:8]=[CH:9][C:4]=2[N:3]=[CH:2]1. The catalyst class is: 64. (7) Reactant: [Cl:1][C:2]1[CH:3]=[C:4]([CH2:19][C:20]([O:22]C)=[O:21])[CH:5]=[CH:6][C:7]=1[NH:8][C:9]1[S:10][C:11]2[CH:17]=[CH:16][C:15]([F:18])=[CH:14][C:12]=2[N:13]=1.[OH-].[Na+]. Product: [Cl:1][C:2]1[CH:3]=[C:4]([CH2:19][C:20]([OH:22])=[O:21])[CH:5]=[CH:6][C:7]=1[NH:8][C:9]1[S:10][C:11]2[CH:17]=[CH:16][C:15]([F:18])=[CH:14][C:12]=2[N:13]=1. The catalyst class is: 1. (8) Product: [F:1][C:2]1[CH:3]=[C:4]([N:8]2[C:11](=[O:15])[CH2:12][S:13][C:9]2=[S:10])[CH:5]=[CH:6][CH:7]=1. The catalyst class is: 4. Reactant: [F:1][C:2]1[CH:3]=[C:4]([N:8]=[C:9]=[S:10])[CH:5]=[CH:6][CH:7]=1.[C:11]([O:15]C)(=O)[CH2:12][SH:13].C(N(CC)CC)C. (9) Reactant: Br[C:2]1[CH:3]=[CH:4][C:5]2[O:9][C:8]3[CH:10]=[C:11]([S:14]([NH:17][CH2:18][C:19]([O:21][CH3:22])=[O:20])(=[O:16])=[O:15])[CH:12]=[CH:13][C:7]=3[C:6]=2[CH:23]=1.CC([O-])=O.[K+].[CH3:29][C:30]1([CH3:46])[C:34]([CH3:36])([CH3:35])[O:33][B:32]([B:32]2[O:33][C:34]([CH3:36])([CH3:35])[C:30]([CH3:46])([CH3:29])[O:31]2)[O:31]1. Product: [CH3:29][C:30]1([CH3:46])[C:34]([CH3:36])([CH3:35])[O:33][B:32]([C:2]2[CH:3]=[CH:4][C:5]3[O:9][C:8]4[CH:10]=[C:11]([S:14]([NH:17][CH2:18][C:19]([O:21][CH3:22])=[O:20])(=[O:16])=[O:15])[CH:12]=[CH:13][C:7]=4[C:6]=3[CH:23]=2)[O:31]1. The catalyst class is: 16.